This data is from Reaction yield outcomes from USPTO patents with 853,638 reactions. The task is: Predict the reaction yield, written as a fraction of the theoretical maximum amount of product (1.0 means a 100% yield; for example, 0.34 means a 34% yield). (1) The reactants are [Cl:1][C:2]1[CH:15]=[CH:14][C:5]([CH2:6][N:7]2[CH2:12][CH2:11][CH:10]([NH2:13])[CH2:9][CH2:8]2)=[CH:4][C:3]=1[O:16][CH2:17][CH3:18].[C:19]([C:23]1[CH:31]=[CH:30][C:26]([C:27](O)=[O:28])=[CH:25][CH:24]=1)([CH3:22])([CH3:21])[CH3:20]. No catalyst specified. The product is [C:19]([C:23]1[CH:24]=[CH:25][C:26]([C:27]([NH:13][CH:10]2[CH2:11][CH2:12][N:7]([CH2:6][C:5]3[CH:14]=[CH:15][C:2]([Cl:1])=[C:3]([O:16][CH2:17][CH3:18])[CH:4]=3)[CH2:8][CH2:9]2)=[O:28])=[CH:30][CH:31]=1)([CH3:22])([CH3:20])[CH3:21]. The yield is 0.300. (2) The catalyst is CN(C)C=O.C1COCC1.O. The yield is 0.0800. The reactants are [Cl:1][C:2]1[CH:10]=[CH:9][CH:8]=[C:7]([Cl:11])[C:3]=1[CH:4]=[N:5][OH:6].ClN1C(=O)CCC1=O.[CH:20]1([C:23](=O)[CH2:24][C:25]([O:27][CH2:28][CH3:29])=[O:26])[CH2:22][CH2:21]1.[O-]CC.[Na+]. The product is [CH:20]1([C:23]2[O:6][N:5]=[C:4]([C:3]3[C:2]([Cl:1])=[CH:10][CH:9]=[CH:8][C:7]=3[Cl:11])[C:24]=2[C:25]([O:27][CH2:28][CH3:29])=[O:26])[CH2:22][CH2:21]1. (3) The reactants are Br[C:2]1[CH:7]=[C:6]([F:8])[C:5]([N+:9]([O-])=O)=[C:4](Br)[C:3]=1[O:13][CH3:14].N. The catalyst is C(O)C.CO.[Pd]. The product is [F:8][C:6]1[CH:7]=[CH:2][C:3]([O:13][CH3:14])=[CH:4][C:5]=1[NH2:9]. The yield is 0.800. (4) The reactants are [NH2:1][C:2]1[C:3]([NH:13][CH2:14][CH2:15][CH2:16][CH2:17][OH:18])=[C:4]([CH:9]=[CH:10][C:11]=1[Cl:12])[C:5]([O:7][CH3:8])=[O:6].[Cl:19][C:20]1[CH:25]=[C:24]([O:26][CH3:27])[CH:23]=[CH:22][C:21]=1[N:28]=[C:29]=[S:30]. The catalyst is O1CCCC1. The product is [Cl:12][C:11]1[CH:10]=[CH:9][C:4]([C:5]([O:7][CH3:8])=[O:6])=[C:3]([NH:13][CH2:14][CH2:15][CH2:16][CH2:17][OH:18])[C:2]=1[NH:1][C:29](=[S:30])[NH:28][C:21]1[CH:22]=[CH:23][C:24]([O:26][CH3:27])=[CH:25][C:20]=1[Cl:19]. The yield is 0.450. (5) The reactants are [CH2:1]([O:4][C:5]1([CH3:34])[CH2:10][CH2:9][N:8]([C:11]2[N:16]3[N:17]=[C:18]([CH2:20]I)[CH:19]=[C:15]3[N:14]=[C:13]([CH3:22])[C:12]=2[C@H:23]([O:29][C:30]([CH3:33])([CH3:32])[CH3:31])[C:24]([O:26]CC)=[O:25])[CH2:7][CH2:6]1)[CH:2]=[CH2:3].[F:35][C:36]1[CH:41]=[C:40]([F:42])[CH:39]=[C:38]([O:43][C@H:44]([CH2:46][CH:47]=[CH2:48])[CH3:45])[C:37]=1[CH2:49][OH:50].[H-].[Na+]. The catalyst is CN(C=O)C.CCOC(C)=O. The yield is 0.134. The product is [CH2:1]([O:4][C:5]1([CH3:34])[CH2:10][CH2:9][N:8]([C:11]2[N:16]3[N:17]=[C:18]([CH2:20][O:50][CH2:49][C:37]4[C:38]([O:43][C@H:44]([CH2:46][CH:47]=[CH2:48])[CH3:45])=[CH:39][C:40]([F:42])=[CH:41][C:36]=4[F:35])[CH:19]=[C:15]3[N:14]=[C:13]([CH3:22])[C:12]=2[C@H:23]([O:29][C:30]([CH3:33])([CH3:32])[CH3:31])[C:24]([OH:26])=[O:25])[CH2:7][CH2:6]1)[CH:2]=[CH2:3]. (6) The reactants are [CH2:1]([C:5]1[CH:48]=[CH:47][CH:46]=[CH:45][C:6]=1[CH2:7][C:8]1[S:12][C:11]([C:13]2[CH:44]=[C:16]3[N:17]=[C:18]([CH3:43])[C:19]([C@H:32]([O:38][C:39]([CH3:42])([CH3:41])[CH3:40])[C:33]([O:35]CC)=[O:34])=[C:20]([N:21]4[CH2:26][CH2:25][C:24](/[CH:28]=[CH:29]/[CH:30]=[CH2:31])([CH3:27])[CH2:23][CH2:22]4)[N:15]3[N:14]=2)=[N:10][CH:9]=1)[CH2:2]C=C.[OH-].[Na+]. The catalyst is ClCCCl.CO.[Cu]I.Cl[Ru](=C1N(C2C(C)=CC(C)=CC=2C)CCN1C1C(C)=CC(C)=CC=1C)(Cl)(=CC1C=CC=CC=1)[P](C1CCCCC1)(C1CCCCC1)C1CCCCC1. The product is [C:39]([O:38][C@@H:32]([C:19]1[C:18]([CH3:43])=[N:17][C:16]2=[CH:44][C:13]3=[N:14][N:15]2[C:20]=1[N:21]1[CH2:22][CH2:23][C:24]([CH3:27])([CH:28]=[CH:29][CH:30]=[CH:31][CH2:2][CH2:1][C:5]2[CH:48]=[CH:47][CH:46]=[CH:45][C:6]=2[CH2:7][C:8]2[S:12][C:11]3=[N:10][CH:9]=2)[CH2:25][CH2:26]1)[C:33]([OH:35])=[O:34])([CH3:40])([CH3:41])[CH3:42]. The yield is 0.530.